From a dataset of Reaction yield outcomes from USPTO patents with 853,638 reactions. Predict the reaction yield, written as a fraction of the theoretical maximum amount of product (1.0 means a 100% yield; for example, 0.34 means a 34% yield). (1) The reactants are [F:1][C:2]([F:33])([F:32])[C:3]([C:28]([F:31])([F:30])[F:29])([OH:27])[C:4]#[C:5][CH2:6][C@@:7]([C@@H:16]1[C@:24]2([CH3:25])[C@H:19]([C@@H:20]([OH:26])[CH2:21][CH2:22][CH2:23]2)[CH2:18][CH2:17]1)([CH3:15])[CH2:8][CH2:9][CH2:10][C:11]([CH3:14])([OH:13])[CH3:12].N1C2C(=CC=CC=2)C=CC=1.[H][H]. The catalyst is C(O)C.[Pd].C([O-])([O-])=O.[Ca+2].C(OCC)(=O)C.CCCCCC. The product is [F:1][C:2]([F:32])([F:33])[C:3]([C:28]([F:29])([F:30])[F:31])([OH:27])/[CH:4]=[CH:5]\[CH2:6][C@@:7]([C@@H:16]1[C@:24]2([CH3:25])[C@H:19]([C@@H:20]([OH:26])[CH2:21][CH2:22][CH2:23]2)[CH2:18][CH2:17]1)([CH3:15])[CH2:8][CH2:9][CH2:10][C:11]([CH3:14])([OH:13])[CH3:12]. The yield is 0.940. (2) The reactants are [CH2:1]([O:3][C:4](=[O:29])[CH2:5][CH2:6][C:7]1[N:8]([C:19]2[CH:24]=[CH:23][C:22]([C:25](=[O:27])[NH2:26])=[CH:21][C:20]=2[CH3:28])[C:9]([C:12]2[CH:17]=[CH:16][C:15](O)=[CH:14][CH:13]=2)=[CH:10][CH:11]=1)[CH3:2].[C:30](=O)([O-])[O-:31].[K+].[K+].BrC[C:38]([O:40][CH3:41])=[O:39].[NH4+].[Cl-]. The catalyst is CN(C)C=O. The product is [CH2:1]([O:3][C:4](=[O:29])[CH2:5][CH2:6][C:7]1[N:8]([C:19]2[CH:24]=[CH:23][C:22]([C:25](=[O:27])[NH2:26])=[CH:21][C:20]=2[CH3:28])[C:9]([C:12]2[CH:17]=[CH:16][C:15]([C:38]([O:40][CH3:41])=[O:39])=[CH:14][C:13]=2[O:31][CH3:30])=[CH:10][CH:11]=1)[CH3:2]. The yield is 0.980. (3) No catalyst specified. The product is [C:23]([C:27]1[CH:28]=[C:29]([NH:33][C:34]([NH:19][C:18]2[CH:20]=[CH:21][CH:22]=[C:16]([S:15][C:6]3[C:5]4[C:10](=[CH:11][C:12]([O:13][CH3:14])=[C:3]([O:2][CH3:1])[CH:4]=4)[N:9]=[CH:8][N:7]=3)[CH:17]=2)=[O:35])[CH:30]=[CH:31][CH:32]=1)([CH3:26])([CH3:24])[CH3:25]. The yield is 0.480. The reactants are [CH3:1][O:2][C:3]1[CH:4]=[C:5]2[C:10](=[CH:11][C:12]=1[O:13][CH3:14])[N:9]=[CH:8][N:7]=[C:6]2[S:15][C:16]1[CH:17]=[C:18]([CH:20]=[CH:21][CH:22]=1)[NH2:19].[C:23]([C:27]1[CH:28]=[C:29]([NH:33][C:34](=O)[O:35]C2C=CC=CC=2)[CH:30]=[CH:31][CH:32]=1)([CH3:26])([CH3:25])[CH3:24]. (4) The reactants are [F:1][C:2]1[CH:7]=[C:6](I)[CH:5]=[CH:4][C:3]=1[N:9]1[CH:14]=[C:13]([O:15][CH3:16])[C:12](=[O:17])[C:11]([C:18]2[N:22]([C:23]3[CH:28]=[CH:27][CH:26]=[CH:25][CH:24]=3)[N:21]=[CH:20][CH:19]=2)=[N:10]1.[NH:29]1[CH:33]=[CH:32][N:31]=[CH:30]1.N[C@@H]1CCCC[C@H]1N.C([O-])([O-])=O.[Cs+].[Cs+]. The catalyst is O1CCOCC1.[Cu]I.O. The product is [F:1][C:2]1[CH:7]=[C:6]([N:29]2[CH:33]=[CH:32][N:31]=[CH:30]2)[CH:5]=[CH:4][C:3]=1[N:9]1[CH:14]=[C:13]([O:15][CH3:16])[C:12](=[O:17])[C:11]([C:18]2[N:22]([C:23]3[CH:28]=[CH:27][CH:26]=[CH:25][CH:24]=3)[N:21]=[CH:20][CH:19]=2)=[N:10]1. The yield is 0.0800.